From a dataset of Full USPTO retrosynthesis dataset with 1.9M reactions from patents (1976-2016). Predict the reactants needed to synthesize the given product. (1) Given the product [F:1][C:2]1[CH:24]=[CH:23][CH:22]=[CH:21][C:3]=1[O:4][C:5]1[C:18](=[O:19])[N:17]([CH3:20])[C:8]2[N:9]=[C:10]([NH:32][CH2:31][C:26]3[CH:27]=[CH:28][CH:29]=[CH:30][N:25]=3)[N:11]=[CH:12][C:7]=2[CH:6]=1, predict the reactants needed to synthesize it. The reactants are: [F:1][C:2]1[CH:24]=[CH:23][CH:22]=[CH:21][C:3]=1[O:4][C:5]1[C:18](=[O:19])[N:17]([CH3:20])[C:8]2[N:9]=[C:10](S(C)(=O)=O)[N:11]=[CH:12][C:7]=2[CH:6]=1.[N:25]1[CH:30]=[CH:29][CH:28]=[CH:27][C:26]=1[CH2:31][NH2:32]. (2) Given the product [Br:1][C:2]1[C:10]([O:11][CH3:23])=[CH:9][C:5]([C:6]([OH:8])=[O:7])=[CH:4][C:3]=1[O:12][CH2:13][CH2:14][C:15]1[CH:20]=[CH:19][C:18]([Cl:21])=[CH:17][C:16]=1[Cl:22], predict the reactants needed to synthesize it. The reactants are: [Br:1][C:2]1[C:10]([OH:11])=[CH:9][C:5]([C:6]([OH:8])=[O:7])=[CH:4][C:3]=1[O:12][CH2:13][CH2:14][C:15]1[CH:20]=[CH:19][C:18]([Cl:21])=[CH:17][C:16]=1[Cl:22].[C:23](=O)([O-])[O-].[K+].[K+].CBr.Cl. (3) Given the product [Br:1][C:2]1[CH:9]=[CH:8][C:5]([C:6]#[N:7])=[C:4]([O:10][CH:12]2[CH2:14][CH2:13]2)[CH:3]=1, predict the reactants needed to synthesize it. The reactants are: [Br:1][C:2]1[CH:9]=[CH:8][C:5]([C:6]#[N:7])=[C:4]([OH:10])[CH:3]=1.Br[CH:12]1[CH2:14][CH2:13]1.C([O-])([O-])=O.[Cs+].[Cs+]. (4) Given the product [CH3:29][C:28]([CH3:13])([CH2:27][NH:32][C:10]([CH2:53][C@@H:35]1[CH2:36][CH2:37][C@:38]2([O:43][C:42]3([CH:44]4[CH2:45][CH:46]5[CH2:52][CH:50]([CH2:51]4)[CH2:49][CH:48]3[CH2:47]5)[O:41][O:40]2)[CH2:39][CH2:34]1)=[O:11])[NH2:30], predict the reactants needed to synthesize it. The reactants are: C1N(C[C:10](O)=[O:11])CCS(=O)(=O)C1.[CH3:13]CN=C=NCCCN(C)C.C1C=C[C:27]2[N:32](O)N=[N:30][C:28]=2[CH:29]=1.[CH2:34]1[CH2:39][C@:38]2([O:43][C@:42]3([CH:48]4[CH2:49][CH:50]5[CH2:52][CH:46]([CH2:47]4)[CH2:45][CH:44]3[CH2:51]5)[O:41][O:40]2)[CH2:37][CH2:36][C@H:35]1[CH2:53]N.O.C1(C)C=CC(S(O)(=O)=O)=CC=1. (5) Given the product [C:47]([O:46][C:44]([N:31]([C:29]([O:28][C:24]([CH3:27])([CH3:26])[CH3:25])=[O:30])[C@H:32]([C:33]([O:35][C:36]([CH3:38])([CH3:37])[CH3:39])=[O:34])[CH2:40][CH2:41][CH:42]([OH:43])[C:3]#[C:2][C:1]([O:5][C:6]([CH3:9])([CH3:8])[CH3:7])=[O:4])=[O:45])([CH3:50])([CH3:48])[CH3:49], predict the reactants needed to synthesize it. The reactants are: [C:1]([O:5][C:6]([CH3:9])([CH3:8])[CH3:7])(=[O:4])[C:2]#[CH:3].C([N-]C(C)C)(C)C.[Li+].C([O-])(=O)C#C.[Li+].[C:24]([O:28][C:29]([N:31]([C:44]([O:46][C:47]([CH3:50])([CH3:49])[CH3:48])=[O:45])[C@@H:32]([CH2:40][CH2:41][CH:42]=[O:43])[C:33]([O:35][C:36]([CH3:39])([CH3:38])[CH3:37])=[O:34])=[O:30])([CH3:27])([CH3:26])[CH3:25]. (6) Given the product [CH3:19][N:21]([CH3:24])[C:22]([NH:1][C:2]1[CH:7]=[C:6]([O:8][C:9]2[CH:14]=[CH:13][C:12]([N+:15]([O-:17])=[O:16])=[CH:11][C:10]=2[F:18])[CH:5]=[CH:4][N:3]=1)=[O:28], predict the reactants needed to synthesize it. The reactants are: [NH2:1][C:2]1[CH:7]=[C:6]([O:8][C:9]2[CH:14]=[CH:13][C:12]([N+:15]([O-:17])=[O:16])=[CH:11][C:10]=2[F:18])[CH:5]=[CH:4][N:3]=1.[CH2:19]([N:21]([CH2:24]C)[CH2:22]C)C.ClC(OC1C=CC=CC=1)=[O:28].CNC. (7) Given the product [F:7][C:8]1[S:12][C:11]([C:13]2[N:14]=[C:21]([OH:23])[C:17]3[CH2:18][CH2:19][CH2:20][C:16]=3[N:15]=2)=[CH:10][CH:9]=1, predict the reactants needed to synthesize it. The reactants are: CC([O-])(C)C.[K+].[F:7][C:8]1[S:12][C:11]([C:13]#[N:14])=[CH:10][CH:9]=1.[NH2:15][C:16]1[CH2:20][CH2:19][CH2:18][C:17]=1[C:21]([O:23]CC)=O.Cl.